Dataset: Full USPTO retrosynthesis dataset with 1.9M reactions from patents (1976-2016). Task: Predict the reactants needed to synthesize the given product. (1) Given the product [CH2:24]([C:26]([C:29]1[CH:34]=[CH:33][C:32]([C:35]#[C:36][C:37]2([OH:43])[CH2:42][CH2:41][O:40][CH2:39][CH2:38]2)=[C:31]([CH3:44])[CH:30]=1)([C:45]1[CH:50]=[CH:49][C:48]([B:15]2[O:16][C:17]([CH3:22])([CH3:23])[C:18]([CH3:20])([CH3:21])[O:19]2)=[C:47]([CH3:59])[CH:46]=1)[CH2:27][CH3:28])[CH3:25], predict the reactants needed to synthesize it. The reactants are: C([O-])(=O)C.[K+].[B:15]1([B:15]2[O:19][C:18]([CH3:21])([CH3:20])[C:17]([CH3:23])([CH3:22])[O:16]2)[O:19][C:18]([CH3:21])([CH3:20])[C:17]([CH3:23])([CH3:22])[O:16]1.[CH2:24]([C:26]([C:45]1[CH:50]=[CH:49][C:48](OS(C(F)(F)F)(=O)=O)=[C:47]([CH3:59])[CH:46]=1)([C:29]1[CH:34]=[CH:33][C:32]([C:35]#[C:36][C:37]2([OH:43])[CH2:42][CH2:41][O:40][CH2:39][CH2:38]2)=[C:31]([CH3:44])[CH:30]=1)[CH2:27][CH3:28])[CH3:25].C(=O)(O)[O-].[Na+]. (2) Given the product [C:22]([OH:25])(=[O:24])[C:36]([OH:2])=[O:37].[CH3:1][O:2][C:3]1[N:4]=[C:5]2[C:10](=[CH:11][CH:12]=1)[N:9]=[CH:8][CH:7]=[C:6]2[NH:13][C:14]([CH:16]1[CH2:21][CH2:20][N:19]([CH2:16][CH2:14][N:13]2[CH2:6][CH2:5][CH2:10][C:11]3[CH:12]=[CH:3][CH:42]=[CH:43][C:33]=3[C:32]2=[O:34])[CH2:18][CH2:17]1)=[O:15], predict the reactants needed to synthesize it. The reactants are: [CH3:1][O:2][C:3]1[N:4]=[C:5]2[C:10](=[CH:11][CH:12]=1)[N:9]=[CH:8][CH:7]=[C:6]2[NH:13][C:14]([CH:16]1[CH2:21][CH2:20][NH:19][CH2:18][CH2:17]1)=[O:15].[C:22]([O:25][BH-](O[C:32](=[O:34])[CH3:33])OC(=O)C)(=[O:24])C.[Na+].[CH3:36][OH:37].C(O[CH2:42][CH3:43])(=O)C.